The task is: Predict which catalyst facilitates the given reaction.. This data is from Catalyst prediction with 721,799 reactions and 888 catalyst types from USPTO. Reactant: [CH2:1]([O:8][C:9]([N:11]1[CH2:16][C:15](=[O:17])[N:14]2[CH2:18][C@H:19]([C:22](O)=[O:23])[CH2:20][CH2:21][C@@H:13]2[CH2:12]1)=[O:10])[C:2]1[CH:7]=[CH:6][CH:5]=[CH:4][CH:3]=1.Cl.[Cl:26][C:27]1[C:28]([CH2:33][NH2:34])=[N:29][CH:30]=[CH:31][N:32]=1.CN(C(ON1N=NC2C=CC=NC1=2)=[N+](C)C)C.F[P-](F)(F)(F)(F)F.O. Product: [Cl:26][C:27]1[C:28]([CH2:33][NH:34][C:22]([C@H:19]2[CH2:18][N:14]3[C:15](=[O:17])[CH2:16][N:11]([C:9]([O:8][CH2:1][C:2]4[CH:3]=[CH:4][CH:5]=[CH:6][CH:7]=4)=[O:10])[CH2:12][C@H:13]3[CH2:21][CH2:20]2)=[O:23])=[N:29][CH:30]=[CH:31][N:32]=1. The catalyst class is: 3.